From a dataset of Reaction yield outcomes from USPTO patents with 853,638 reactions. Predict the reaction yield, written as a fraction of the theoretical maximum amount of product (1.0 means a 100% yield; for example, 0.34 means a 34% yield). (1) The reactants are [Cl:1][C:2]1[C:7]([C:8]([O:10][CH3:11])=[O:9])=[C:6]([F:12])[C:5]([OH:13])=[CH:4][CH:3]=1.Br[CH2:15][C:16]1[CH:21]=[CH:20][CH:19]=[CH:18][CH:17]=1.C(=O)([O-])[O-].[K+].[K+].Cl. The catalyst is CN(C=O)C. The product is [CH2:15]([O:13][C:5]1[C:6]([F:12])=[C:7]([C:2]([Cl:1])=[CH:3][CH:4]=1)[C:8]([O:10][CH3:11])=[O:9])[C:16]1[CH:21]=[CH:20][CH:19]=[CH:18][CH:17]=1. The yield is 0.667. (2) The reactants are [N:1]1([CH2:7][C:8]2[CH:13]=[CH:12][C:11]([OH:14])=[CH:10][CH:9]=2)[CH2:6][CH2:5][CH2:4][CH2:3][CH2:2]1.[CH3:15][CH:16]1[CH2:21][CH2:20][CH2:19][CH2:18][N:17]1[CH2:22][CH2:23][CH2:24]O.C1(P(C2C=CC=CC=2)C2C=CC=CC=2)C=CC=CC=1.CC(OC(/N=N/C(OC(C)(C)C)=O)=O)(C)C.[CH2:61]([Cl:63])[Cl:62]. No catalyst specified. The product is [NH3:1].[CH2:61]([Cl:63])[Cl:62].[CH3:15][CH:16]1[CH2:21][CH2:20][CH2:19][CH2:18][N:17]1[CH2:22][CH2:23][CH2:24][O:14][C:11]1[CH:10]=[CH:9][C:8]([CH2:7][N:1]2[CH2:6][CH2:5][CH2:4][CH2:3][CH2:2]2)=[CH:13][CH:12]=1. The yield is 0.0250. (3) The catalyst is CN(C)C=O.O. The reactants are [OH:1][C:2]1([C:5]([OH:7])=O)[CH2:4][CH2:3]1.C(N(CC)C(C)C)(C)C.[NH2:17][C@@H:18]1[CH2:23][CH2:22][C@H:21]([N:24]2[C:29](=[O:30])[C:28]3[CH:31]=[C:32]([F:35])[CH:33]=[N:34][C:27]=3[N:26]([C:36]3[CH:37]=[C:38]([C:42]4[CH:47]=[CH:46][CH:45]=[CH:44][C:43]=4[CH2:48][N:49]4[CH2:54][CH2:53][O:52][CH2:51][CH2:50]4)[CH:39]=[CH:40][CH:41]=3)[C:25]2=[O:55])[CH2:20][CH2:19]1.C(OCC)(=O)C. The product is [F:35][C:32]1[CH:33]=[N:34][C:27]2[N:26]([C:36]3[CH:37]=[C:38]([C:42]4[CH:47]=[CH:46][CH:45]=[CH:44][C:43]=4[CH2:48][N:49]4[CH2:54][CH2:53][O:52][CH2:51][CH2:50]4)[CH:39]=[CH:40][CH:41]=3)[C:25](=[O:55])[N:24]([C@@H:21]3[CH2:22][CH2:23][C@H:18]([NH:17][C:5]([C:2]4([OH:1])[CH2:4][CH2:3]4)=[O:7])[CH2:19][CH2:20]3)[C:29](=[O:30])[C:28]=2[CH:31]=1. The yield is 0.250. (4) The reactants are [NH2:1][C:2]1[CH:7]=[CH:6][C:5]([Cl:8])=[CH:4][C:3]=1[CH2:9][OH:10].[Br:11][CH2:12][C:13](Br)=[O:14].C(=O)([O-])[O-].[Na+].[Na+]. The catalyst is ClCCl. The product is [Br:11][CH2:12][C:13]([NH:1][C:2]1[CH:7]=[CH:6][C:5]([Cl:8])=[CH:4][C:3]=1[CH2:9][OH:10])=[O:14]. The yield is 0.960. (5) The reactants are [F:1][C:2]1[CH:19]=[CH:18][C:17]([C:20]2[CH:25]=[CH:24][CH:23]=[C:22]([F:26])[CH:21]=2)=[CH:16][C:3]=1[C:4]([NH:6][C:7]1[C:12]([CH3:13])=[CH:11][CH:10]=[C:9]([OH:14])[C:8]=1[F:15])=O. The catalyst is C1COCC1. The product is [F:15][C:8]1[C:7]([NH:6][CH2:4][C:3]2[CH:16]=[C:17]([C:20]3[CH:25]=[CH:24][CH:23]=[C:22]([F:26])[CH:21]=3)[CH:18]=[CH:19][C:2]=2[F:1])=[C:12]([CH3:13])[CH:11]=[CH:10][C:9]=1[OH:14]. The yield is 0.420. (6) The reactants are CO.[CH2:3]([N:10]([CH2:29][CH2:30][C:31](=[O:38])[C:32]1[CH:37]=[CH:36][CH:35]=[CH:34][CH:33]=1)[CH2:11][CH2:12][C:13]1[CH:28]=[CH:27][C:16]([O:17][C:18]2[CH:26]=[CH:25][C:21]([C:22]([NH2:24])=[O:23])=[CH:20][N:19]=2)=[CH:15][CH:14]=1)[C:4]1[CH:9]=[CH:8][CH:7]=[CH:6][CH:5]=1.[BH4-].[Na+]. The catalyst is [Cl-].[Na+].O. The product is [CH2:3]([N:10]([CH2:29][CH2:30][CH:31]([OH:38])[C:32]1[CH:33]=[CH:34][CH:35]=[CH:36][CH:37]=1)[CH2:11][CH2:12][C:13]1[CH:28]=[CH:27][C:16]([O:17][C:18]2[CH:26]=[CH:25][C:21]([C:22]([NH2:24])=[O:23])=[CH:20][N:19]=2)=[CH:15][CH:14]=1)[C:4]1[CH:9]=[CH:8][CH:7]=[CH:6][CH:5]=1. The yield is 0.130.